The task is: Predict the reaction yield, written as a fraction of the theoretical maximum amount of product (1.0 means a 100% yield; for example, 0.34 means a 34% yield).. This data is from Reaction yield outcomes from USPTO patents with 853,638 reactions. (1) The yield is 0.780. The reactants are [NH2:1][C:2]1[C:11]2[C:6](=[C:7](Br)[CH:8]=[CH:9][CH:10]=2)[N:5]=[N:4][C:3]=1[C:13]([NH:15][CH:16]1[CH2:18][CH2:17]1)=[O:14].[F:19][C:20]1[C:25]([O:26][CH3:27])=[CH:24][CH:23]=[CH:22][C:21]=1B(O)O. No catalyst specified. The product is [NH2:1][C:2]1[C:11]2[C:6](=[C:7]([C:21]3[CH:22]=[CH:23][CH:24]=[C:25]([O:26][CH3:27])[C:20]=3[F:19])[CH:8]=[CH:9][CH:10]=2)[N:5]=[N:4][C:3]=1[C:13]([NH:15][CH:16]1[CH2:18][CH2:17]1)=[O:14]. (2) The reactants are [OH:1][C:2]1([C:12]#[C:13]/[C:14](/[C:21]([F:24])([F:23])[F:22])=[CH:15]\[C:16]([O:18][CH2:19][CH3:20])=[O:17])[C:7]([CH3:9])([CH3:8])[CH2:6][C:5](=O)[CH:4]=[C:3]1[CH3:11].Cl.[CH3:26][O:27][NH2:28].C([O-])(=O)C.[Na+]. The catalyst is C(O)C.O. The product is [OH:1][C:2]1([C:12]#[C:13]/[C:14](/[C:21]([F:24])([F:22])[F:23])=[CH:15]\[C:16]([O:18][CH2:19][CH3:20])=[O:17])[C:7]([CH3:8])([CH3:9])[CH2:6][C:5](=[N:28][O:27][CH3:26])[CH:4]=[C:3]1[CH3:11]. The yield is 0.580.